From a dataset of Drug-target binding data from BindingDB using IC50 measurements. Regression. Given a target protein amino acid sequence and a drug SMILES string, predict the binding affinity score between them. We predict pIC50 (pIC50 = -log10(IC50 in M); higher means more potent). Dataset: bindingdb_ic50. (1) The drug is CCCCCCCC(=O)NCC#Cc1cn([C@H]2C[C@H](O)[C@@H](COP(=O)([O-])[O-])O2)c(=O)[nH]c1=O. The target protein (P9WFR9) has sequence MTPYEDLLRFVLETGTPKSDRTGTGTRSLFGQQMRYDLSAGFPLLTTKKVHFKSVAYELLWFLRGDSNIGWLHEHGVTIWDEWASDTGELGPIYGVQWRSWPAPSGEHIDQISAALDLLRTDPDSRRIIVSAWNVGEIERMALPPCHAFFQFYVADGRLSCQLYQRSADLFLGVPFNIASYALLTHMMAAQAGLSVGEFIWTGGDCHIYDNHVEQVRLQLSREPRPYPKLLLADRDSIFEYTYEDIVVKNYDPHPAIKAPVAV. The pIC50 is 4.3. (2) The pIC50 is 4.7. The drug is CC(C)[C@H](NC(=O)[C@H](CCCCN)NC(=O)[C@H](CO)NC(=O)CCCCCCCCCCN)C(N)=O. The target protein sequence is MSGDNTGNKSNSAPSKSIEELLKLLAMGQELSPAQQKEMKDYKFWKTQPVPSLSETVTEEGPIDKLKTPEDVPNDPLPLISDFEWSTLDIDDNLQLDELYKLLYDNYVEDIDATFRFKYSHEFFQWALKPPGWRKDWHVGVRVKSTGKLVAFIAATPVTFKLNKSNKVIDSVEINFLCIHKKLRNKRLAPVLIKEITRRVNKQNIWQALYTGGSILPTPLTTCRYQHRPINWSKLHDVGFSHLPPNQTKSSMVASYTLPNNPKLKGLRPMTGKDVSTVLSLLYKYQERFDIVQLFTEEEFKHWMLGHDENSDSNVVKSYVVEDENGIITDYFSYYLLPFTVLDNAQHDELGIAYLFYYASDSFEKPNYKKRLNELITDALITSKKFGVDVFNCLTCQDNTYFLKDCKFGSGDGFLNYYLFNYRTFPMDGGIDKKTKEVVEDQTSGIGVVLL. (3) The compound is CC(=O)N/N=C\c1cccc(OC/C=C/c2ccccc2)c1. The target protein (Q99814) has sequence MTADKEKKRSSSERRKEKSRDAARCRRSKETEVFYELAHELPLPHSVSSHLDKASIMRLAISFLRTHKLLSSVCSENESEAEADQQMDNLYLKALEGFIAVVTQDGDMIFLSENISKFMGLTQVELTGHSIFDFTHPCDHEEIRENLSLKNGSGFGKKSKDMSTERDFFMRMKCTVTNRGRTVNLKSATWKVLHCTGQVKVYNNCPPHNSLCGYKEPLLSCLIIMCEPIQHPSHMDIPLDSKTFLSRHSMDMKFTYCDDRITELIGYHPEELLGRSAYEFYHALDSENMTKSHQNLCTKGQVVSGQYRMLAKHGGYVWLETQGTVIYNPRNLQPQCIMCVNYVLSEIEKNDVVFSMDQTESLFKPHLMAMNSIFDSSGKGAVSEKSNFLFTKLKEEPEELAQLAPTPGDAIISLDFGNQNFEESSAYGKAILPPSQPWATELRSHSTQSEAGSLPAFTVPQAAAPGSTTPSATSSSSSCSTPNSPEDYYTSLDNDLKIEV.... The pIC50 is 5.0. (4) The target protein (Q8VCT4) has sequence MGLYPLIWLSLAACTAWGYPSSPPVVNTVKGKVLGKYVNLEGFTQPVAVFLGVPFAKPPLGSLRFAPPQPAEPWSFVKNTTSYPPMCSQDAVGGQVLSELFTNRKENIPLQFSEDCLYLNIYTPADLTKNSRLPVMVWIHGGGLVVGGASTYDGLALSAHENVVVVTIQYRLGIWGFFSTGDEHSRGNWGHLDQVAALRWVQDNIANFGGNPGSVTIFGESAGGFSVSVLVLSPLAKNLFHRAISESGVSLTAALITTDVKPIAGLVATLSGCKTTTSAVMVHCLRQKTEDELLETSLKLNLFKLDLLGNPKESYPFLPTVIDGVVLPKAPEEILAEKSFSTVPYIVGINKQEFGWIIPTLMGYPLAEGKLDQKTANSLLWKSYPTLKISENMIPVVAEKYLGGTDDLTKKKDLFQDLMADVVFGVPSVIVSRSHRDAGASTYMYEFEYRPSFVSAMRPKAVIGDHGDEIFSVFGSPFLKDGASEEETNLSKMVMKFWAN.... The compound is N#CCc1ccc(-c2cnc(C(=O)CCCCCCc3ccccc3)o2)nc1. The pIC50 is 6.7. (5) The compound is COC(=O)c1ccnc(-c2cc(C(=O)O)ccn2)c1. The target protein (B2RXH2) has sequence MKSVHSSPQNTSHTIMTFYPTMEEFADFNTYVAYMESQGAHQAGLAKVIPPKEWKARQMYDDIEDILIATPLQQVTSGQGGVFTQYHKKKKAMRVGQYRRLANSKKYQTPPHQNFADLEQRYWKSHPGNPPIYGADISGSLFEESTKQWNLGHLGTILDLLEQECGVVIEGVNTPYLYFGMWKTTFAWHTEDMDLYSINYLHFGEPKTWYVVPPEHGQHLERLARELFPDISRGCEAFLRHKVALISPTVLKENGIPFNCMTQEAGEFMVTFPYGYHAGFNHGFNCAEAINFATPRWIDYGKMASQCSCGESTVTFSMDPFVRIVQPESYELWKHRQDLAIVEHTEPRVAESQELSNWRDDIVLRRAALGLRLLPNLTAQCPTQPVSSGHCYNPKGCGTDAVPGSAFQSSAYHTQTQSLTLGMSARVLLPSTGSWGSGRGRGRGQGQGRGCSRGRGHGCCTRELGTEEPTVQPASKRRLLMGTRSRAQGHRPQLPLANDL.... The pIC50 is 5.2. (6) The small molecule is O=S(=O)(c1ccccc1)N1CCN(C2c3ccccc3-c3ccccc32)CC1. The target protein (P9WGR1) has sequence MTGLLDGKRILVSGIITDSSIAFHIARVAQEQGAQLVLTGFDRLRLIQRITDRLPAKAPLLELDVQNEEHLASLAGRVTEAIGAGNKLDGVVHSIGFMPQTGMGINPFFDAPYADVSKGIHISAYSYASMAKALLPIMNPGGSIVGMDFDPSRAMPAYNWMTVAKSALESVNRFVAREAGKYGVRSNLVAAGPIRTLAMSAIVGGALGEEAGAQIQLLEEGWDQRAPIGWNMKDATPVAKTVCALLSDWLPATTGDIIYADGGAHTQLL. The pIC50 is 4.7. (7) The compound is CCCC(NC(=O)[C@@H]1[C@H]2CCC[C@H]2CN1C(=O)[C@@H](NC(=O)[C@@H](NC(=O)c1cnccn1)C(C)C)C(C)(C)C)C(=O)C(=O)N[C@@H](C)c1ccccc1. The target protein sequence is AFRPCNVNTKIGNAKCCPFVCGKAVTFKDRSTCSTYNLSSSLHHILEEDKRRRQVVDVMSAIFQGPISLDAPPPPAIADLLQSVRTPRVIKYCQIIMGHPAECQVERDLNIANSIIAIIANIISIAGIIFVIYKLFCSLQGPYSGEPKPKTKVPERRVVAQGPEEEFGRSILKNNTCVITTGNGKFTGLGIHDRILIIPTHADPGREVQVNGVHTKVLDSYDLYNRDGVKLEITVIQLDRNEKFRDIRKYIPETEDDYPECNLALSANQDEPTIIKVGDVVSYGNILLSGNQTARMLKYNYPTKSGYCGGVLYKIGQILGIHVGGNGRDGFSAMLLRSYFTGQIKVNKHATECGLPDIQTIHTPSKTKLQPSVFYDVFPGSKEPAVLTDNDPRLEVNFKEA. The pIC50 is 4.0.